Task: Predict the reactants needed to synthesize the given product.. Dataset: Full USPTO retrosynthesis dataset with 1.9M reactions from patents (1976-2016) (1) The reactants are: [CH3:1][C@@H:2]([C@@H:8]1[C@@:12]2([CH3:30])[C@@H:13]([OH:29])[CH2:14][C@@H:15]3[C@@:20]4([CH3:26])[CH2:21][CH2:22][C@@H:23]([OH:25])[CH2:24][C@H:19]4[CH2:18][C@@H:17]([OH:27])[C@@:16]3(C)[C@@H:11]2[CH2:10][CH2:9]1)[CH2:3][CH2:4][C:5]([O-:7])=[O:6].[Na+:31].[B:32]([OH:35])([OH:34])[OH:33]. Given the product [B:32]([O-:35])([O-:34])[O-:33].[B:32]([O-:35])([O-:34])[O-:33].[B:32]([O-:35])([O-:34])[O-:33].[B:32]([O-:35])([O-:34])[O-:33].[Na+:31].[Na+:31].[Na+:31].[Na+:31].[Na+:31].[Na+:31].[Na+:31].[Na+:31].[Na+:31].[Na+:31].[Na+:31].[Na+:31].[CH3:1][C@@H:2]([C@@H:8]1[C@@:12]2([CH3:30])[C@@H:13]([OH:29])[CH2:14][C@@H:15]3[C@@:20]4([CH3:26])[CH2:21][CH2:22][C@@H:23]([OH:25])[CH2:24][C@H:19]4[CH2:18][C@@H:17]([OH:27])[C@H:16]3[C@@H:11]2[CH2:10][CH2:9]1)[CH2:3][CH2:4][C:5]([OH:7])=[O:6], predict the reactants needed to synthesize it. (2) The reactants are: Br[C:2]1[S:3][C:4]([NH:27]C(=O)OC(C)(C)C)=[C:5]([C:7](=[O:26])[NH:8][C:9]2[CH:10]=[N:11][N:12]([CH2:22][CH:23]([F:25])[F:24])[C:13]=2[N:14]2[CH2:20][CH2:19][CH2:18][CH:17]([OH:21])[CH2:16][CH2:15]2)[N:6]=1.[F:35][C:36]1[CH:41]=[CH:40][C:39]([F:42])=[CH:38][C:37]=1B(O)O. Given the product [NH2:27][C:4]1[S:3][C:2]([C:40]2[CH:41]=[C:36]([F:35])[CH:37]=[CH:38][C:39]=2[F:42])=[N:6][C:5]=1[C:7]([NH:8][C:9]1[CH:10]=[N:11][N:12]([CH2:22][CH:23]([F:24])[F:25])[C:13]=1[N:14]1[CH2:20][CH2:19][CH2:18][CH:17]([OH:21])[CH2:16][CH2:15]1)=[O:26], predict the reactants needed to synthesize it.